This data is from Drug half-life prediction data from Obach et al.. The task is: Regression/Classification. Given a drug SMILES string, predict its absorption, distribution, metabolism, or excretion properties. Task type varies by dataset: regression for continuous measurements (e.g., permeability, clearance, half-life) or binary classification for categorical outcomes (e.g., BBB penetration, CYP inhibition). For this dataset (half_life_obach), we predict log10(half-life) (log10 of half-life in hours). (1) The compound is CN1[C@H]2C[C@H](OC(=O)[C@H](CO)c3ccccc3)C[C@@H]1[C@@H]1O[C@H]12. The log10(half-life) is 0.650. (2) The molecule is COc1ccc(CCN(C)CCCC(C#N)(c2ccc(OC)c(OC)c2)C(C)C)cc1OC. The log10(half-life) is 0.450.